Predict the product of the given reaction. From a dataset of Forward reaction prediction with 1.9M reactions from USPTO patents (1976-2016). (1) Given the reactants [F:1][C:2]1[CH:3]=[CH:4][C:5]([S:11]([CH3:14])(=[O:13])=[O:12])=[C:6]([CH:10]=1)[C:7]([OH:9])=O.[CH3:15][C:16]([CH:31]1[CH2:34][NH:33][CH2:32]1)([S:18]([C:21]1[CH:26]=[CH:25][CH:24]=[C:23]([C:27]([F:30])([F:29])[F:28])[CH:22]=1)(=[O:20])=[O:19])[CH3:17].CN([P+](ON1N=NC2C=CC=CC1=2)(N(C)C)N(C)C)C.F[P-](F)(F)(F)(F)F.C(N(C(C)C)CC)(C)C, predict the reaction product. The product is: [F:1][C:2]1[CH:3]=[CH:4][C:5]([S:11]([CH3:14])(=[O:13])=[O:12])=[C:6]([CH:10]=1)[C:7]([N:33]1[CH2:34][CH:31]([C:16]([CH3:17])([S:18]([C:21]2[CH:26]=[CH:25][CH:24]=[C:23]([C:27]([F:30])([F:28])[F:29])[CH:22]=2)(=[O:19])=[O:20])[CH3:15])[CH2:32]1)=[O:9]. (2) Given the reactants [CH3:1][N:2]([CH3:26])[CH2:3][CH2:4][NH:5][CH2:6][C:7]1[CH:8]=[C:9]([C:13]2[O:14][C:15]3[C:21]([C:22](OC)=[O:23])=[CH:20][CH:19]=[CH:18][C:16]=3[N:17]=2)[CH:10]=[CH:11][CH:12]=1.O.[NH4+:28], predict the reaction product. The product is: [CH3:1][N:2]([CH3:26])[CH2:3][CH2:4][NH:5][CH2:6][C:7]1[CH:8]=[C:9]([C:13]2[O:14][C:15]3[C:21]([C:22]([NH2:28])=[O:23])=[CH:20][CH:19]=[CH:18][C:16]=3[N:17]=2)[CH:10]=[CH:11][CH:12]=1. (3) The product is: [C:1]([C:3]1[CH:4]=[C:5]([N:10]([CH2:15][C:16]2[CH:21]=[CH:20][CH:19]=[C:18]([C:25]3[CH:24]=[N:23][CH:28]=[CH:27][CH:26]=3)[CH:17]=2)[C:11](=[O:14])[CH2:12][CH3:13])[CH:6]=[C:7]([F:9])[CH:8]=1)#[N:2]. Given the reactants [C:1]([C:3]1[CH:4]=[C:5]([N:10]([CH2:15][C:16]2[CH:21]=[CH:20][CH:19]=[C:18](I)[CH:17]=2)[C:11](=[O:14])[CH2:12][CH3:13])[CH:6]=[C:7]([F:9])[CH:8]=1)#[N:2].[N:23]1[CH:28]=[CH:27][C:26](B(O)O)=[CH:25][CH:24]=1, predict the reaction product. (4) The product is: [OH:22][C:24]1([CH2:23][O:1][C:2]2[CH:3]=[C:4]([CH2:8][CH2:9][CH2:10][N:11]3[C:19](=[O:20])[C:18]4[C:13](=[CH:14][CH:15]=[CH:16][CH:17]=4)[C:12]3=[O:21])[CH:5]=[CH:6][CH:7]=2)[CH2:31][CH2:30][CH2:29][CH2:28][CH2:27][CH2:26][CH2:25]1. Given the reactants [OH:1][C:2]1[CH:3]=[C:4]([CH2:8][CH2:9][CH2:10][N:11]2[C:19](=[O:20])[C:18]3[C:13](=[CH:14][CH:15]=[CH:16][CH:17]=3)[C:12]2=[O:21])[CH:5]=[CH:6][CH:7]=1.[O:22]1[C:24]2([CH2:31][CH2:30][CH2:29][CH2:28][CH2:27][CH2:26][CH2:25]2)[CH2:23]1.C([O-])([O-])=O.[Cs+].[Cs+], predict the reaction product. (5) Given the reactants Br[C:2]1[C:10]2[O:9][C:8]([C:11]3[CH:36]=[CH:35][C:14]([C:15]([NH:17][CH2:18][CH:19]4[CH2:24][CH2:23][N:22]([C:25]5[N:30]=[C:29]([C:31]([F:34])([F:33])[F:32])[CH:28]=[CH:27][N:26]=5)[CH2:21][CH2:20]4)=[O:16])=[CH:13][CH:12]=3)=[N:7][C:6]=2[CH:5]=[C:4]([C:37]#[N:38])[CH:3]=1.[CH:39]1(B(O)O)[CH2:41][CH2:40]1.C(=O)([O-])[O-].[K+].[K+].O, predict the reaction product. The product is: [C:37]([C:4]1[CH:3]=[C:2]([CH:39]2[CH2:41][CH2:40]2)[C:10]2[O:9][C:8]([C:11]3[CH:36]=[CH:35][C:14]([C:15]([NH:17][CH2:18][CH:19]4[CH2:24][CH2:23][N:22]([C:25]5[N:30]=[C:29]([C:31]([F:34])([F:32])[F:33])[CH:28]=[CH:27][N:26]=5)[CH2:21][CH2:20]4)=[O:16])=[CH:13][CH:12]=3)=[N:7][C:6]=2[CH:5]=1)#[N:38].